From a dataset of Full USPTO retrosynthesis dataset with 1.9M reactions from patents (1976-2016). Predict the reactants needed to synthesize the given product. Given the product [CH2:18]([O:1][C:2]1[CH:11]=[CH:10][C:5]([C:6]([O:8][CH3:9])=[O:7])=[CH:4][C:3]=1[I:12])[CH:17]=[CH2:16], predict the reactants needed to synthesize it. The reactants are: [OH:1][C:2]1[CH:11]=[CH:10][C:5]([C:6]([O:8][CH3:9])=[O:7])=[CH:4][C:3]=1[I:12].[H-].[Na+].Br[CH2:16][CH:17]=[CH2:18].